This data is from Full USPTO retrosynthesis dataset with 1.9M reactions from patents (1976-2016). The task is: Predict the reactants needed to synthesize the given product. (1) Given the product [C:1]([O:5][C:6]([N:8]1[CH2:13][C:12](=[O:14])[N:11]([C:15]2[CH:20]=[CH:19][C:18]([O:21][CH2:22][CH2:23][CH2:24][O:25][CH2:26][C:27]3[CH:32]=[CH:31][CH:30]=[CH:29][C:28]=3[O:33][CH3:34])=[CH:17][CH:16]=2)[C@@H:10]([CH2:35][O:36][CH2:54][C:55]2[CH:60]=[CH:59][CH:58]=[CH:57][CH:56]=2)[CH2:9]1)=[O:7])([CH3:2])([CH3:4])[CH3:3], predict the reactants needed to synthesize it. The reactants are: [C:1]([O:5][C:6]([N:8]1[CH2:13][C:12](=[O:14])[N:11]([C:15]2[CH:20]=[CH:19][C:18]([O:21][CH2:22][CH2:23][CH2:24][O:25][CH2:26][C:27]3[CH:32]=[CH:31][CH:30]=[CH:29][C:28]=3[O:33][CH3:34])=[CH:17][CH:16]=2)[C@@H:10]([CH2:35][OH:36])[CH2:9]1)=[O:7])([CH3:4])([CH3:3])[CH3:2].[H-].[Na+].C1OCCOCCOCCOCCOC1.[CH2:54](Br)[C:55]1[CH:60]=[CH:59][CH:58]=[CH:57][CH:56]=1. (2) Given the product [F:15][CH2:16][CH2:17][N:18]1[CH2:23][CH2:22][N:21]([CH2:24][CH2:25][CH2:26][O:27][C:64]2[CH:63]=[C:62]3[C:67]([C:58]([O:57][C:56]4[C:48]([F:47])=[C:49]5[C:53](=[CH:54][CH:55]=4)[NH:52][C:51]([CH3:71])=[CH:50]5)=[N:59][CH:60]=[N:61]3)=[CH:66][C:65]=2[O:68][CH3:69])[CH2:20][CH2:19]1, predict the reactants needed to synthesize it. The reactants are: N(C(OC(C)C)=O)=NC(OC(C)C)=O.[F:15][CH2:16][CH2:17][N:18]1[CH2:23][CH2:22][N:21]([CH2:24][CH2:25][CH2:26][OH:27])[CH2:20][CH2:19]1.C1(P(C2C=CC=CC=2)C2C=CC=CC=2)C=CC=CC=1.[F:47][C:48]1[C:56]([O:57][C:58]2[C:67]3[C:62](=[CH:63][C:64](O)=[C:65]([O:68][CH3:69])[CH:66]=3)[N:61]=[CH:60][N:59]=2)=[CH:55][CH:54]=[C:53]2[C:49]=1[CH:50]=[C:51]([CH3:71])[NH:52]2. (3) Given the product [CH2:5]([N:12]1[CH2:13][CH2:14][CH:15]([C:18]([NH:21][C:22]2[CH:23]=[C:24]3[C:28](=[CH:29][CH:30]=2)[NH:27][N:26]=[CH:25]3)=[O:20])[CH2:16][CH2:17]1)[C:6]1[CH:7]=[CH:8][CH:9]=[CH:10][CH:11]=1, predict the reactants needed to synthesize it. The reactants are: S(Cl)(Cl)=O.[CH2:5]([N:12]1[CH2:17][CH2:16][CH:15]([C:18]([OH:20])=O)[CH2:14][CH2:13]1)[C:6]1[CH:11]=[CH:10][CH:9]=[CH:8][CH:7]=1.[NH2:21][C:22]1[CH:23]=[C:24]2[C:28](=[CH:29][CH:30]=1)[NH:27][N:26]=[CH:25]2.[OH-].[Na+]. (4) Given the product [CH2:29]([O:36][C:37]1[CH:44]=[CH:43][C:40]([CH2:41][NH:24][C:20]2[CH:21]=[CH:22][CH:23]=[C:18]([C:17]3[C:16]4[C:11](=[C:12]([C:25]([F:28])([F:26])[F:27])[CH:13]=[CH:14][CH:15]=4)[N:10]=[CH:9][C:8]=3[CH2:1][C:2]3[CH:3]=[CH:4][CH:5]=[CH:6][CH:7]=3)[CH:19]=2)=[CH:39][C:38]=1[O:45][CH3:46])[C:30]1[CH:31]=[CH:32][CH:33]=[CH:34][CH:35]=1, predict the reactants needed to synthesize it. The reactants are: [CH2:1]([C:8]1[CH:9]=[N:10][C:11]2[C:16]([C:17]=1[C:18]1[CH:19]=[C:20]([NH2:24])[CH:21]=[CH:22][CH:23]=1)=[CH:15][CH:14]=[CH:13][C:12]=2[C:25]([F:28])([F:27])[F:26])[C:2]1[CH:7]=[CH:6][CH:5]=[CH:4][CH:3]=1.[CH2:29]([O:36][C:37]1[CH:44]=[CH:43][C:40]([CH:41]=O)=[CH:39][C:38]=1[O:45][CH3:46])[C:30]1[CH:35]=[CH:34][CH:33]=[CH:32][CH:31]=1.